This data is from Experimentally validated miRNA-target interactions with 360,000+ pairs, plus equal number of negative samples. The task is: Binary Classification. Given a miRNA mature sequence and a target amino acid sequence, predict their likelihood of interaction. (1) The miRNA is mmu-miR-1192 with sequence AAACAAACAAACAGACCAAAUU. The protein sequence of the target gene is MILNSSIEDGIKRIQDDCPKAGRHNYIFVMIPTLYSIIFVVGIFGNSLVVIVIYFYMKLKTVASVFLLNLALADLCFLLTLPLWAVYTAMEYQWPFGNHLCKIASASVSFNLYASVFLLTCLSIDRYLAIVHPMKSRLRRTMLVAKVTCIIIWLMAGLASLPAVIHRNVYFIENTNITVCAFHYESQNSTLPIGLGLTKNILGFVFPFVIILTSYTLIWKALKKAYKIQKNTPRNDDIFRIIMAIVLFFFFSWVPHQIFSFLDVLIQLGVIHDCEIADVVDTAMPITICIAYFNNCLNPL.... Result: 0 (no interaction). (2) The miRNA is mmu-miR-511-3p with sequence AAUGUGUAGCAAAAGACAGGAU. The protein sequence of the target gene is MFCRKFKDLKITGECPFSLLAPGQVPKEPTEEVAGGSEGCQATLPICQYFPEKNAEGSLPQRKTSRNRVYLHTLAESICKLIFPECERLNLALQRTLAKHKIEENRKSSEKEDLEKIIAEEAIAAGAPVEALKDSLGEELFKICYEEDEHILGVVGGTLKDFLNSFSTLLKQSSHCQEAERRGRLEDASILCLDKDQDFLNVYYFFPKRTTALLLPGIIKAAARILYESHVEVSLMPPCFRSDCTEFVNQPYLLYSVHVKSTKPSLSPGKPQSSLVIPASLFCKTFPFHFMLDRDLAILQ.... Result: 0 (no interaction). (3) The miRNA is hsa-miR-6806-5p with sequence UGUAGGCAUGAGGCAGGGCCCAGG. The protein sequence of the target gene is MNHCQLPVVIDNGSGMIKAGVAGCREPQFIYPNIIGRAKGQSRAAQGGLELCVGDQAQDWRSSLFISYPVERGLITSWEDMEIMWKHIYDYNLKLKPCDGPVLITEPALNPLANRQQITEMFFEHLGVPAFYMSIQAVLALFAAGFTTGLVLNSGAGVTQSVPIFEGYCLPHGVQQLDLAGLDLTNYLMVLMKNHGIMLLSASDRKIVEDIKESFCYVAMNYEEEMAKKPDCLEKVYQLPDGKVIQLHDQLFSCPEALFSPCHMNLEAPGIDKICFSSIMKCDTGLRNSFFSNIILAGGS.... Result: 1 (interaction). (4) The miRNA is hsa-miR-3667-3p with sequence ACCUUCCUCUCCAUGGGUCUUU. The protein sequence of the target gene is MATGVMLCAARALRPRSWIPGTCQAHVRHTHQRASLLAFWDLIPMRAEPLRKKKKVDPRKDQAAKDRLKKRIRKLEKASQELIPIEDFITPVRFLDKSRQRPQEEHSPEESERRALLLKRWALFKQQEHEMERDAIRSMLEAQQEALEELKLESAELYAEAIKRDTSLFPFEKEGPHYTPPISNYQAPEGRYNDITKVYTQVEFKR. Result: 0 (no interaction). (5) The miRNA is mmu-miR-5046 with sequence AGCUCCCGCCACUGUGACCCCCUU. The protein sequence of the target gene is MDEGSEVSTDGNSLIKAVHQSRLRLTRLLLEGGAYINESNDRGETPLMIACKTKHVDQQSVGRAKMVKYLLENSADPNIQDKSGKSALMHACLERAGPEVVSLLLKSGADLSLQDHSGYSALVYAINAEDRDTLKVLLSACQAKGKEVIIITTAKSPSGRHTTQHHLNMPPADMDGSHPPATPSEIDIKTASLPLSYSSETDLTLFGFKDKELCGGSDNTWDPDSPPRKPVIATNGPKLSQAPAWIKSTPSLKHQARVASLQEELQDITPEEEIAYKTNALALSKRFITRHQSIDVKDTA.... Result: 1 (interaction).